From a dataset of Full USPTO retrosynthesis dataset with 1.9M reactions from patents (1976-2016). Predict the reactants needed to synthesize the given product. (1) Given the product [CH3:8][C:6]1([CH3:7])[C:2]([CH3:16])([CH3:1])[O:3][B:4]([C:9]2[CH:14]=[CH:13][C:12]([O:15][CH2:24][CH2:25][CH2:26][CH2:27][O:28][CH:29]3[CH2:34][CH2:33][CH2:32][CH2:31][O:30]3)=[CH:11][CH:10]=2)[O:5]1, predict the reactants needed to synthesize it. The reactants are: [CH3:1][C:2]1([CH3:16])[C:6]([CH3:8])([CH3:7])[O:5][B:4]([C:9]2[CH:14]=[CH:13][C:12]([OH:15])=[CH:11][CH:10]=2)[O:3]1.C([O-])([O-])=O.[K+].[K+].Br[CH2:24][CH2:25][CH2:26][CH2:27][O:28][CH:29]1[CH2:34][CH2:33][CH2:32][CH2:31][O:30]1. (2) Given the product [OH:23][N:22]=[C:11]1[CH2:12][C:3]2([C:4]3[C:9](=[CH:8][CH:7]=[CH:6][CH:5]=3)[NH:1][C:2]2=[O:14])[CH2:10]1, predict the reactants needed to synthesize it. The reactants are: [NH:1]1[C:9]2[C:4](=[CH:5][CH:6]=[CH:7][CH:8]=2)[C:3]2([CH2:12][C:11](=O)[CH2:10]2)[C:2]1=[O:14].C(=O)([O-])[O-].[Na+].[Na+].Cl.[NH2:22][OH:23].